This data is from Merck oncology drug combination screen with 23,052 pairs across 39 cell lines. The task is: Regression. Given two drug SMILES strings and cell line genomic features, predict the synergy score measuring deviation from expected non-interaction effect. (1) Drug 2: CNC(=O)c1cc(Oc2ccc(NC(=O)Nc3ccc(Cl)c(C(F)(F)F)c3)cc2)ccn1. Cell line: HT29. Drug 1: CCc1c2c(nc3ccc(O)cc13)-c1cc3c(c(=O)n1C2)COC(=O)C3(O)CC. Synergy scores: synergy=-6.80. (2) Drug 1: C=CCn1c(=O)c2cnc(Nc3ccc(N4CCN(C)CC4)cc3)nc2n1-c1cccc(C(C)(C)O)n1. Drug 2: Cc1nc(Nc2ncc(C(=O)Nc3c(C)cccc3Cl)s2)cc(N2CCN(CCO)CC2)n1. Cell line: NCIH1650. Synergy scores: synergy=17.0. (3) Drug 1: Cc1nc(Nc2ncc(C(=O)Nc3c(C)cccc3Cl)s2)cc(N2CCN(CCO)CC2)n1. Drug 2: CNC(=O)c1cc(Oc2ccc(NC(=O)Nc3ccc(Cl)c(C(F)(F)F)c3)cc2)ccn1. Cell line: OV90. Synergy scores: synergy=14.9. (4) Drug 1: CC(=O)OC1C(=O)C2(C)C(O)CC3OCC3(OC(C)=O)C2C(OC(=O)c2ccccc2)C2(O)CC(OC(=O)C(O)C(NC(=O)c3ccccc3)c3ccccc3)C(C)=C1C2(C)C. Drug 2: O=C(O)C1(Cc2cccc(Nc3nccs3)n2)CCC(Oc2cccc(Cl)c2F)CC1. Cell line: OV90. Synergy scores: synergy=21.2.